This data is from Reaction yield outcomes from USPTO patents with 853,638 reactions. The task is: Predict the reaction yield, written as a fraction of the theoretical maximum amount of product (1.0 means a 100% yield; for example, 0.34 means a 34% yield). (1) The reactants are [CH:1]([C:4]1[S:5][CH:6]=[C:7]([CH2:9]P(=O)(OCC)OCC)[N:8]=1)([CH3:3])[CH3:2].[H-].[Na+].[CH3:20][O:21][CH2:22][O:23][C:24]1[C:28]([CH:29]=O)=[CH:27][N:26]([C:31]2[CH:36]=[CH:35][CH:34]=[CH:33][CH:32]=2)[N:25]=1.O. The catalyst is O1CCCC1. The product is [CH:1]([C:4]1[S:5][CH:6]=[C:7](/[CH:9]=[CH:29]/[C:28]2[C:24]([O:23][CH2:22][O:21][CH3:20])=[N:25][N:26]([C:31]3[CH:36]=[CH:35][CH:34]=[CH:33][CH:32]=3)[CH:27]=2)[N:8]=1)([CH3:2])[CH3:3]. The yield is 0.600. (2) The reactants are [NH2:1][CH2:2][CH:3]([OH:12])[CH2:4][CH2:5][C:6]1[CH:11]=[CH:10][CH:9]=[CH:8][CH:7]=1.[CH3:13][C:14]([O:17][C:18](O[C:18]([O:17][C:14]([CH3:16])([CH3:15])[CH3:13])=[O:19])=[O:19])([CH3:16])[CH3:15]. The catalyst is C1COCC1. The product is [OH:12][CH:3]([CH2:4][CH2:5][C:6]1[CH:7]=[CH:8][CH:9]=[CH:10][CH:11]=1)[CH2:2][NH:1][C:18](=[O:19])[O:17][C:14]([CH3:16])([CH3:15])[CH3:13]. The yield is 0.910. (3) The yield is 0.730. The product is [CH:27]([C:23]1[N:22]=[C:21]([CH2:20][N:10]2[C:11]3[C:16](=[C:15]([N+:17]([O-:19])=[O:18])[CH:14]=[CH:13][CH:12]=3)[C:5]([CH3:6])=[N:9]2)[CH:26]=[CH:25][CH:24]=1)([CH3:29])[CH3:28]. The reactants are O1[CH2:6][CH2:5]OCC1.BrC1[C:16]2[C:11](=[CH:12][CH:13]=[CH:14][C:15]=2[N+:17]([O-:19])=[O:18])[N:10]([CH2:20][C:21]2[CH:26]=[CH:25][CH:24]=[C:23]([CH:27]([CH3:29])[CH3:28])[N:22]=2)[N:9]=1.CB(O)O.C(=O)([O-])[O-].[K+].[K+]. The catalyst is O.C1C=CC([P]([Pd]([P](C2C=CC=CC=2)(C2C=CC=CC=2)C2C=CC=CC=2)([P](C2C=CC=CC=2)(C2C=CC=CC=2)C2C=CC=CC=2)[P](C2C=CC=CC=2)(C2C=CC=CC=2)C2C=CC=CC=2)(C2C=CC=CC=2)C2C=CC=CC=2)=CC=1.